Task: Regression. Given a peptide amino acid sequence and an MHC pseudo amino acid sequence, predict their binding affinity value. This is MHC class I binding data.. Dataset: Peptide-MHC class I binding affinity with 185,985 pairs from IEDB/IMGT (1) The peptide sequence is FPYSTFPII. The MHC is HLA-B18:01 with pseudo-sequence HLA-B18:01. The binding affinity (normalized) is 0.172. (2) The peptide sequence is ELHNGFTGY. The MHC is HLA-A24:03 with pseudo-sequence HLA-A24:03. The binding affinity (normalized) is 0.0847. (3) The peptide sequence is PHYNNPWNT. The MHC is HLA-A31:01 with pseudo-sequence HLA-A31:01. The binding affinity (normalized) is 0.0847. (4) The peptide sequence is KTITTCYLM. The MHC is Mamu-A01 with pseudo-sequence Mamu-A01. The binding affinity (normalized) is 0.830. (5) The peptide sequence is VPGTVVRTL. The MHC is HLA-B35:01 with pseudo-sequence HLA-B35:01. The binding affinity (normalized) is 0.0641. (6) The peptide sequence is ASIADILTY. The MHC is HLA-B15:01 with pseudo-sequence HLA-B15:01. The binding affinity (normalized) is 0.441. (7) The peptide sequence is RGPRKPIKCW. The MHC is Mamu-B17 with pseudo-sequence Mamu-B17. The binding affinity (normalized) is 0.143. (8) The peptide sequence is NFSLGAAVKA. The MHC is H-2-Db with pseudo-sequence H-2-Db. The binding affinity (normalized) is 0.369. (9) The peptide sequence is ILLVAVSFV. The MHC is HLA-A02:03 with pseudo-sequence HLA-A02:03. The binding affinity (normalized) is 0.990.